From a dataset of Full USPTO retrosynthesis dataset with 1.9M reactions from patents (1976-2016). Predict the reactants needed to synthesize the given product. (1) Given the product [CH3:12][N:2]([CH3:1])[C:3]1[CH:4]=[C:5]([CH:9]=[CH:10][CH:11]=1)[C:6]([NH:17][C:16]1[CH:18]=[CH:19][C:20]([CH3:21])=[C:14]([OH:13])[CH:15]=1)=[O:8], predict the reactants needed to synthesize it. The reactants are: [CH3:1][N:2]([CH3:12])[C:3]1[CH:4]=[C:5]([CH:9]=[CH:10][CH:11]=1)[C:6]([OH:8])=O.[OH:13][C:14]1[CH:15]=[C:16]([CH:18]=[CH:19][C:20]=1[CH3:21])[NH2:17]. (2) Given the product [CH3:1][O:2][C:3]1[CH:4]=[CH:5][C:6]([C:7]([NH:9][C:10]2[C:11]([NH:16][C:17](=[O:26])[C:18]3[CH:23]=[CH:22][C:21]([S:24]([CH3:25])=[O:34])=[CH:20][CH:19]=3)=[CH:12][CH:13]=[CH:14][CH:15]=2)=[O:8])=[CH:27][CH:28]=1, predict the reactants needed to synthesize it. The reactants are: [CH3:1][O:2][C:3]1[CH:28]=[CH:27][C:6]([C:7]([NH:9][C:10]2[C:11]([NH:16][C:17](=[O:26])[C:18]3[CH:23]=[CH:22][C:21]([S:24][CH3:25])=[CH:20][CH:19]=3)=[CH:12][CH:13]=[CH:14][CH:15]=2)=[O:8])=[CH:5][CH:4]=1.ClC1C=C(C=CC=1)C(OO)=[O:34].[OH-].[Ca+2].[OH-].